Task: Predict the product of the given reaction.. Dataset: Forward reaction prediction with 1.9M reactions from USPTO patents (1976-2016) (1) Given the reactants [F:1][C:2]([F:12])([F:11])[O:3][C:4]1[CH:5]=[C:6]([OH:10])[CH:7]=[CH:8][CH:9]=1.[H-].[Na+].Cl[C:16]1[C:21]([Cl:22])=[CH:20][C:19]([N+:23]([O-:25])=[O:24])=[CH:18][N:17]=1.O, predict the reaction product. The product is: [Cl:22][C:21]1[C:16]([O:10][C:6]2[CH:7]=[CH:8][CH:9]=[C:4]([O:3][C:2]([F:11])([F:12])[F:1])[CH:5]=2)=[N:17][CH:18]=[C:19]([N+:23]([O-:25])=[O:24])[CH:20]=1. (2) Given the reactants Cl[C:2]1[C:7]([CH3:8])=[C:6]([Cl:9])[N:5]=[CH:4][C:3]=1[C:10]([N:12]1[CH2:17][CH2:16][CH:15]([C:18]2[CH:23]=[CH:22][C:21]([F:24])=[CH:20][CH:19]=2)[CH2:14][CH2:13]1)=[O:11].[Cl:25][C:26]1[CH:32]=[CH:31][C:30]([Cl:33])=[CH:29][C:27]=1[NH2:28], predict the reaction product. The product is: [Cl:9][C:6]1[N:5]=[CH:4][C:3]([C:10]([N:12]2[CH2:13][CH2:14][CH:15]([C:18]3[CH:19]=[CH:20][C:21]([F:24])=[CH:22][CH:23]=3)[CH2:16][CH2:17]2)=[O:11])=[C:2]([NH:28][C:27]2[CH:29]=[C:30]([Cl:33])[CH:31]=[CH:32][C:26]=2[Cl:25])[C:7]=1[CH3:8]. (3) Given the reactants [Cl:1][C:2]1[C:7]([Cl:8])=[CH:6][CH:5]=[CH:4][C:3]=1[N:9]=[C:10]=[O:11].O[CH2:13][CH:14]1[NH:19][CH2:18][CH2:17][N:16](C(OC(C)(C)C)=O)[CH2:15]1, predict the reaction product. The product is: [ClH:1].[Cl:1][C:2]1[C:7]([Cl:8])=[CH:6][CH:5]=[CH:4][C:3]=1[N:9]1[CH2:13][CH:14]2[CH2:15][NH:16][CH2:17][CH2:18][N:19]2[C:10]1=[O:11]. (4) Given the reactants [CH2:1]([O:3][C:4]([CH2:6][CH2:7][CH2:8][N:9]1[N:13]=[N:12][C:11](/[CH:14]=[C:15]2\[CH2:16][N:17]([C:22]([C:35]3[CH:40]=[CH:39][CH:38]=[CH:37][CH:36]=3)([C:29]3[CH:34]=[CH:33][CH:32]=[CH:31][CH:30]=3)[C:23]3[CH:28]=[CH:27][CH:26]=[CH:25][CH:24]=3)[CH2:18][CH2:19][C:20]\2=[O:21])=[N:10]1)=[O:5])[CH3:2].[BH4-].[Na+].ClCCl, predict the reaction product. The product is: [CH2:1]([O:3][C:4]([CH2:6][CH2:7][CH2:8][N:9]1[N:13]=[N:12][C:11](/[CH:14]=[C:15]2\[CH2:16][N:17]([C:22]([C:35]3[CH:36]=[CH:37][CH:38]=[CH:39][CH:40]=3)([C:29]3[CH:30]=[CH:31][CH:32]=[CH:33][CH:34]=3)[C:23]3[CH:24]=[CH:25][CH:26]=[CH:27][CH:28]=3)[CH2:18][CH2:19][CH:20]\2[OH:21])=[N:10]1)=[O:5])[CH3:2]. (5) Given the reactants [CH3:1][N:2]1[C:11](=[O:12])[N:10]([CH3:13])[C:8](=[O:9])[C:4]2[NH:5][CH:6]=[N:7][C:3]1=2.[CH3:14][N:15]1[C:24](=[O:25])[N:23]([CH3:26])[C:21](=[O:22])[C:17]2[NH:18][CH:19]=[N:20][C:16]1=2.[CH2:27]([NH2:30])[CH2:28][NH2:29].N1(C(=O)C2NC=NC=2N(C)C1=O)C.C(N)CN.[CH:48]1[C:53]([OH:54])=[C:52]([OH:55])[C:51]([OH:56])=[CH:50][C:49]=1[C:57]([O:59][C:60]1[CH:61]=[C:62]([C:68]([O:70][CH2:71][C@H:72]2[O:77][C@@H:76]([O:78][C:79]([C:81]3[CH:82]=[C:83]([OH:100])[C:84]([OH:99])=[C:85]([O:87][C:88]([C:90]4[CH:91]=[C:92]([OH:98])[C:93]([OH:97])=[C:94]([OH:96])[CH:95]=4)=[O:89])[CH:86]=3)=[O:80])[C@H:75]([O:101][C:102]([C:104]3[CH:105]=[C:106]([OH:123])[C:107]([OH:122])=[C:108]([O:110][C:111]([C:113]4[CH:114]=[C:115]([OH:121])[C:116]([OH:120])=[C:117]([OH:119])[CH:118]=4)=[O:112])[CH:109]=3)=[O:103])[C@@H:74]([O:124][C:125]([C:127]3[CH:128]=[C:129]([OH:146])[C:130]([OH:145])=[C:131]([O:133][C:134]([C:136]4[CH:137]=[C:138]([OH:144])[C:139]([OH:143])=[C:140]([OH:142])[CH:141]=4)=[O:135])[CH:132]=3)=[O:126])[C@@H:73]2[O:147][C:148]([C:150]2[CH:151]=[C:152]([OH:169])[C:153]([OH:168])=[C:154]([O:156][C:157]([C:159]3[CH:160]=[C:161]([OH:167])[C:162]([OH:166])=[C:163]([OH:165])[CH:164]=3)=[O:158])[CH:155]=2)=[O:149])=[O:69])[CH:63]=[C:64]([OH:67])[C:65]=1[OH:66])=[O:58], predict the reaction product. The product is: [CH3:1][N:2]1[C:11](=[O:12])[N:10]([CH3:13])[C:8](=[O:9])[C:4]2[NH:5][CH:6]=[N:7][C:3]1=2.[CH3:14][N:15]1[C:24](=[O:25])[N:23]([CH3:26])[C:21](=[O:22])[C:17]2[NH:18][CH:19]=[N:20][C:16]1=2.[CH2:27]([NH2:30])[CH2:28][NH2:29].[CH:48]1[C:53]([OH:54])=[C:52]([OH:55])[C:51]([OH:56])=[CH:50][C:49]=1[C:57]([O:59][C:60]1[CH:61]=[C:62]([C:68]([O:70][CH2:71][C@H:72]2[O:77][C@@H:76]([O:78][C:79]([C:81]3[CH:82]=[C:83]([OH:100])[C:84]([OH:99])=[C:85]([O:87][C:88]([C:90]4[CH:91]=[C:92]([OH:98])[C:93]([OH:97])=[C:94]([OH:96])[CH:95]=4)=[O:89])[CH:86]=3)=[O:80])[C@H:75]([O:101][C:102]([C:104]3[CH:105]=[C:106]([OH:123])[C:107]([OH:122])=[C:108]([O:110][C:111]([C:113]4[CH:114]=[C:115]([OH:121])[C:116]([OH:120])=[C:117]([OH:119])[CH:118]=4)=[O:112])[CH:109]=3)=[O:103])[C@@H:74]([O:124][C:125]([C:127]3[CH:128]=[C:129]([OH:146])[C:130]([OH:145])=[C:131]([O:133][C:134]([C:136]4[CH:141]=[C:140]([OH:142])[C:139]([OH:143])=[C:138]([OH:144])[CH:137]=4)=[O:135])[CH:132]=3)=[O:126])[C@@H:73]2[O:147][C:148]([C:150]2[CH:151]=[C:152]([OH:169])[C:153]([OH:168])=[C:154]([O:156][C:157]([C:159]3[CH:160]=[C:161]([OH:167])[C:162]([OH:166])=[C:163]([OH:165])[CH:164]=3)=[O:158])[CH:155]=2)=[O:149])=[O:69])[CH:63]=[C:64]([OH:67])[C:65]=1[OH:66])=[O:58]. (6) Given the reactants [Cl:1][C:2]1[CH:7]=[CH:6][N:5]=[C:4]([C:8]([NH:10][C:11]2[CH:16]=[CH:15][CH:14]=[C:13]([C:17]([NH:19][NH2:20])=O)[N:12]=2)=[O:9])[CH:3]=1.[CH3:21][N:22]([CH3:25])C=O.CN(C)[C:28](=O)[CH3:29].C1(N)CC1.C(O)(=O)C, predict the reaction product. The product is: [Cl:1][C:2]1[CH:7]=[CH:6][N:5]=[C:4]([C:8]([NH:10][C:11]2[CH:16]=[CH:15][CH:14]=[C:13]([C:17]3[N:22]([CH:25]4[CH2:29][CH2:28]4)[CH:21]=[N:20][N:19]=3)[N:12]=2)=[O:9])[CH:3]=1. (7) Given the reactants [CH3:1][O:2][C:3]1[CH:4]=[C:5]([C:15]2[C:23](C(OCC)=O)=[C:18]3[CH:19]=[CH:20][CH:21]=[CH:22][N:17]3[N:16]=2)[CH:6]=[CH:7][C:8]=1[C:9]1[CH:14]=[CH:13][CH:12]=[CH:11][N:10]=1.S(=O)(=O)(O)O, predict the reaction product. The product is: [CH3:1][O:2][C:3]1[CH:4]=[C:5]([C:15]2[CH:23]=[C:18]3[CH:19]=[CH:20][CH:21]=[CH:22][N:17]3[N:16]=2)[CH:6]=[CH:7][C:8]=1[C:9]1[CH:14]=[CH:13][CH:12]=[CH:11][N:10]=1.